This data is from Retrosynthesis with 50K atom-mapped reactions and 10 reaction types from USPTO. The task is: Predict the reactants needed to synthesize the given product. Given the product Cn1ncc([N+](=O)[O-])c1N1CCN(C(=O)OC(C)(C)C)CCC1=O, predict the reactants needed to synthesize it. The reactants are: CC(C)(C)OC(=O)N1CCNC(=O)CC1.Cn1ncc([N+](=O)[O-])c1Br.